From a dataset of Reaction yield outcomes from USPTO patents with 853,638 reactions. Predict the reaction yield, written as a fraction of the theoretical maximum amount of product (1.0 means a 100% yield; for example, 0.34 means a 34% yield). (1) The reactants are [CH:1]1([CH2:7][CH2:8][CH2:9][C:10]2([CH3:27])[C:19]3[C:14](=[CH:15][CH:16]=[CH:17][CH:18]=3)[C:13]([OH:20])=[C:12](C(OCC)=O)[C:11]2=[O:26])[CH2:6][CH2:5][CH2:4][CH2:3][CH2:2]1.Cl. The catalyst is O1CCOCC1. The product is [CH:1]1([CH2:7][CH2:8][CH2:9][C:10]2([CH3:27])[C:19]3[C:14](=[CH:15][CH:16]=[CH:17][CH:18]=3)[C:13]([OH:20])=[CH:12][C:11]2=[O:26])[CH2:6][CH2:5][CH2:4][CH2:3][CH2:2]1. The yield is 0.300. (2) The product is [Cl:1][CH2:2][CH2:3][CH2:4][O:5][C:7]([CH3:9])([CH3:8])[CH3:6]. The yield is 0.981. The catalyst is CCCCC. The reactants are [Cl:1][CH2:2][CH2:3][CH2:4][OH:5].[CH3:6][C:7]([CH3:9])=[CH2:8]. (3) The reactants are CCN(C(C)C)C(C)C.[C:10]1([NH:16][C:17]2[CH:25]=[CH:24][C:20]([C:21]([OH:23])=O)=[CH:19][CH:18]=2)[CH:15]=[CH:14][CH:13]=[CH:12][CH:11]=1.CCN=C=NCCCN(C)C.C1C=CC2N(O)N=NC=2C=1.[NH2:47][CH2:48][C:49]([N:51]1[CH2:56][CH2:55][N:54]([C:57](=[O:68])[C:58]2[CH:63]=[CH:62][CH:61]=[CH:60][C:59]=2[C:64]([F:67])([F:66])[F:65])[CH2:53][CH2:52]1)=[O:50].C(O)(C(F)(F)F)=O. The catalyst is CN(C=O)C.CCCCCC.O. The product is [O:50]=[C:49]([N:51]1[CH2:52][CH2:53][N:54]([C:57](=[O:68])[C:58]2[CH:63]=[CH:62][CH:61]=[CH:60][C:59]=2[C:64]([F:67])([F:66])[F:65])[CH2:55][CH2:56]1)[CH2:48][NH:47][C:21](=[O:23])[C:20]1[CH:19]=[CH:18][C:17]([NH:16][C:10]2[CH:11]=[CH:12][CH:13]=[CH:14][CH:15]=2)=[CH:25][CH:24]=1. The yield is 0.470. (4) The reactants are [CH:1]1([C:4]2[O:5][C:6]3[C:7](=[C:9]([C:27]#[N:28])[C:10]([CH3:26])=[C:11]([C:20]4[CH:25]=[CH:24][CH:23]=[CH:22][CH:21]=4)[C:12]=3[C@H:13]3[CH2:17][C@H:16](I)[C@@H:15]([OH:19])[CH2:14]3)[N:8]=2)[CH2:3][CH2:2]1.N(C(C)(C)C#N)=NC(C)(C)C#N.C([SnH](CCCC)CCCC)CCC. The yield is 0.600. The product is [CH:1]1([C:4]2[O:5][C:6]3[C:7](=[C:9]([C:27]#[N:28])[C:10]([CH3:26])=[C:11]([C:20]4[CH:25]=[CH:24][CH:23]=[CH:22][CH:21]=4)[C:12]=3[C@H:13]3[CH2:17][CH2:16][C@@H:15]([OH:19])[CH2:14]3)[N:8]=2)[CH2:2][CH2:3]1. The catalyst is C1(C)C=CC=CC=1. (5) The reactants are [OH:1][C:2]1[CH:11]=[C:10]2[C:5]([C:6]([O:12][C:13]3[CH:18]=[CH:17][C:16]([NH:19][C:20]([C:22]4[S:23][CH:24]=[CH:25][CH:26]=4)=[O:21])=[CH:15][CH:14]=3)=[CH:7][CH:8]=[N:9]2)=[CH:4][C:3]=1[O:27][CH3:28].[CH:29]1([O:34][C:35](=[O:48])[C@@H:36]([NH:40][C:41]([O:43][C:44]([CH3:47])([CH3:46])[CH3:45])=[O:42])[CH2:37][CH2:38]Br)[CH2:33][CH2:32][CH2:31][CH2:30]1.C([O-])([O-])=O.[K+].[K+].C(Cl)Cl. The catalyst is CN(C=O)C.C(Cl)Cl.CO. The product is [CH:29]1([O:34][C:35](=[O:48])[C@@H:36]([NH:40][C:41]([O:43][C:44]([CH3:47])([CH3:46])[CH3:45])=[O:42])[CH2:37][CH2:38][O:1][C:2]2[CH:11]=[C:10]3[C:5]([C:6]([O:12][C:13]4[CH:18]=[CH:17][C:16]([NH:19][C:20]([C:22]5[S:23][CH:24]=[CH:25][CH:26]=5)=[O:21])=[CH:15][CH:14]=4)=[CH:7][CH:8]=[N:9]3)=[CH:4][C:3]=2[O:27][CH3:28])[CH2:30][CH2:31][CH2:32][CH2:33]1. The yield is 0.620. (6) The reactants are [NH2:1][C@H:2]([C:42]1[CH:54]=[CH:53][C:45]([O:46][CH2:47][C:48]([O:50]CC)=[O:49])=[CH:44][CH:43]=1)[CH2:3][N:4]1[C:9](=[O:10])[C:8]2[C:11]3([O:27][CH2:28][C:7]=2[N:6]([CH2:29][C:30]2[C:35]([C:36]([F:39])([F:38])[F:37])=[CH:34][CH:33]=[CH:32][C:31]=2[F:40])[C:5]1=[O:41])[CH2:16][CH2:15][N:14]([CH2:17][C:18]1[O:19][C:20]([C:23]([F:26])([F:25])[F:24])=[CH:21][CH:22]=1)[CH2:13][CH2:12]3.[OH-].[Na+].Cl. The catalyst is C(O)C. The product is [NH2:1][C@H:2]([C:42]1[CH:43]=[CH:44][C:45]([O:46][CH2:47][C:48]([OH:50])=[O:49])=[CH:53][CH:54]=1)[CH2:3][N:4]1[C:9](=[O:10])[C:8]2[C:11]3([O:27][CH2:28][C:7]=2[N:6]([CH2:29][C:30]2[C:35]([C:36]([F:37])([F:38])[F:39])=[CH:34][CH:33]=[CH:32][C:31]=2[F:40])[C:5]1=[O:41])[CH2:12][CH2:13][N:14]([CH2:17][C:18]1[O:19][C:20]([C:23]([F:25])([F:24])[F:26])=[CH:21][CH:22]=1)[CH2:15][CH2:16]3. The yield is 0.730. (7) The product is [CH2:18]([N:10]([CH:11]([CH3:13])[CH3:12])[C:9]1[CH:8]=[CH:7][C:4]([C:5]#[N:6])=[CH:3][C:2]=1[Cl:1])[CH:17]=[CH2:16]. The catalyst is CN(C=O)C. The reactants are [Cl:1][C:2]1[CH:3]=[C:4]([CH:7]=[CH:8][C:9]=1[NH:10][CH:11]([CH3:13])[CH3:12])[C:5]#[N:6].[H-].[Na+].[CH2:16](Br)[CH:17]=[CH2:18]. The yield is 0.980. (8) The reactants are [CH2:1]([C:5]1[N:6]([CH2:29][C:30]2[CH:35]=[CH:34][CH:33]=[CH:32][C:31]=2[Cl:36])[C:7]([CH2:10][C:11]([CH2:22][C:23]2[CH:28]=[CH:27][CH:26]=[CH:25][CH:24]=2)(C(OCC)=O)[C:12]([O:14]CC)=[O:13])=[CH:8][N:9]=1)[CH2:2][CH2:3][CH3:4].[OH-].[K+].O. The catalyst is C(O)C. The product is [CH2:1]([C:5]1[N:6]([CH2:29][C:30]2[CH:35]=[CH:34][CH:33]=[CH:32][C:31]=2[Cl:36])[C:7]([CH2:10][CH:11]([CH2:22][C:23]2[CH:28]=[CH:27][CH:26]=[CH:25][CH:24]=2)[C:12]([OH:14])=[O:13])=[CH:8][N:9]=1)[CH2:2][CH2:3][CH3:4]. The yield is 0.860.